Predict which catalyst facilitates the given reaction. From a dataset of Catalyst prediction with 721,799 reactions and 888 catalyst types from USPTO. (1) Reactant: [CH3:1][O:2][C:3]1[CH:4]=[C:5]2[C:10](=[CH:11][C:12]=1[O:13][CH3:14])[N:9]=[CH:8][CH:7]=[C:6]2[O:15][C:16]1[CH:25]=[C:24]2[C:19]([CH:20]=[CH:21][C:22]([NH2:26])=[CH:23]2)=[CH:18][CH:17]=1.CCN=C=NCCCN(C)C.C1C=CC2N(O)N=NC=2C=1.[Cl:48][C:49]1[CH:57]=[CH:56][C:52]([C:53](O)=[O:54])=[CH:51][C:50]=1[C:58]([F:61])([F:60])[F:59].CCN(C(C)C)C(C)C. Product: [CH3:1][O:2][C:3]1[CH:4]=[C:5]2[C:10](=[CH:11][C:12]=1[O:13][CH3:14])[N:9]=[CH:8][CH:7]=[C:6]2[O:15][C:16]1[CH:25]=[C:24]2[C:19]([CH:20]=[CH:21][C:22]([NH:26][C:53](=[O:54])[C:52]3[CH:56]=[CH:57][C:49]([Cl:48])=[C:50]([C:58]([F:61])([F:59])[F:60])[CH:51]=3)=[CH:23]2)=[CH:18][CH:17]=1. The catalyst class is: 18. (2) The catalyst class is: 2. Reactant: [O:1]1[C:5](/[CH:6]=[CH:7]/[C:8]([O:10][CH2:11][CH3:12])=[O:9])=[CH:4][N:3]=[CH:2]1.C(O)(C(F)(F)F)=O.[CH3:20][O:21][CH2:22][CH2:23][N:24]([CH2:30]OC)[CH2:25][Si](C)(C)C. Product: [CH3:20][O:21][CH2:22][CH2:23][N:24]1[CH2:30][C@@H:6]([C:5]2[O:1][CH:2]=[N:3][CH:4]=2)[C@H:7]([C:8]([O:10][CH2:11][CH3:12])=[O:9])[CH2:25]1. (3) Reactant: [C:1]([O:5][C:6]([NH:8][CH2:9][C:10]1[CH:18]=[CH:17][C:13]([C:14]([OH:16])=O)=[CH:12][CH:11]=1)=[O:7])([CH3:4])([CH3:3])[CH3:2].CN([C:22]([O:26]N1N=NC2C=CC=NC1=2)=[N+](C)C)C.F[P-](F)(F)(F)(F)F.C(N([CH:49]([CH3:51])C)CC)(C)C.Cl.C(O[C@@H:56]1[CH2:61][CH2:60][CH2:59][N:58]([CH2:62][C@@H:63]2[CH2:68][CH2:67][CH2:66][CH2:65][C@H:64]2[NH2:69])[CH2:57]1)C. Product: [CH2:49]([O:26][CH2:22][C@@H:56]1[CH2:61][CH2:60][CH2:59][N:58]([CH2:62][C@H:63]2[CH2:68][CH2:67][CH2:66][CH2:65][C@@H:64]2[NH:69][C:14]([C:13]2[CH:12]=[CH:11][C:10]([CH2:9][NH:8][C:6](=[O:7])[O:5][C:1]([CH3:2])([CH3:3])[CH3:4])=[CH:18][CH:17]=2)=[O:16])[CH2:57]1)[CH3:51]. The catalyst class is: 3. (4) Reactant: [N+:1]([O-:12])([O:3][CH2:4][CH:5]([O:8][N+:9]([O-:11])=[O:10])[CH2:6][OH:7])=[O:2].ClC(Cl)(O[C:17](=[O:23])[O:18][C:19](Cl)(Cl)Cl)Cl.N1C=CC=CC=1.[Si:31]([O:38][CH2:39]/[C:40](/[C:54]1[CH:59]=[CH:58][CH:57]=[CH:56][CH:55]=1)=[C:41](/[C:44]1[CH:49]=[CH:48][C:47]([S:50]([CH3:53])(=[O:52])=[O:51])=[CH:46][CH:45]=1)\CO)([C:34]([CH3:37])([CH3:36])[CH3:35])([CH3:33])[CH3:32]. Product: [C:17](=[O:23])([O:18][CH2:19]/[C:41](/[C:44]1[CH:49]=[CH:48][C:47]([S:50]([CH3:53])(=[O:52])=[O:51])=[CH:46][CH:45]=1)=[C:40](/[C:54]1[CH:59]=[CH:58][CH:57]=[CH:56][CH:55]=1)\[CH2:39][O:38][Si:31]([C:34]([CH3:37])([CH3:35])[CH3:36])([CH3:33])[CH3:32])[O:7][CH2:6][CH:5]([O:8][N+:9]([O-:11])=[O:10])[CH2:4][O:3][N+:1]([O-:12])=[O:2]. The catalyst class is: 4. (5) Product: [CH2:24]([C:2]1[C:15]2[C:16]3=[C:17]4[C:12](=[CH:13][CH:14]=2)[CH:11]=[CH:10][C:9]([CH2:30][CH2:31][CH2:32][CH2:33][CH2:34][CH2:35][CH2:36][CH2:37][CH2:38][CH2:39][CH2:40][CH3:41])=[C:8]4[CH:7]=[CH:6][C:5]3=[CH:4][CH:3]=1)[CH2:25][CH2:26][CH2:27][CH2:21][CH2:20][CH2:19][CH2:23][CH2:15][CH2:2][CH2:3][CH3:4]. Reactant: Br[C:2]1[C:15]2[C:16]3=[C:17]4[C:12](=[CH:13][CH:14]=2)[CH:11]=[CH:10][C:9](Br)=[C:8]4[CH:7]=[CH:6][C:5]3=[CH:4][CH:3]=1.[CH2:19]1[CH2:23]O[CH2:21][CH2:20]1.[CH2:24]([Li])[CH2:25][CH2:26][CH3:27].Br[CH2:30][CH2:31][CH2:32][CH2:33][CH2:34][CH2:35][CH2:36][CH2:37][CH2:38][CH2:39][CH2:40][CH3:41]. The catalyst class is: 6.